From a dataset of Forward reaction prediction with 1.9M reactions from USPTO patents (1976-2016). Predict the product of the given reaction. (1) Given the reactants [CH2:1]([C:3]1[CH:8]=[C:7]([N+:9]([O-:11])=[O:10])[C:6]([O:12][CH2:13][CH3:14])=[CH:5][C:4]=1F)[CH3:2].C([O-])([O-])=O.[K+].[K+].Cl.[CH3:23][S:24]([CH2:27][CH2:28][N:29]1[CH2:34][CH2:33][NH:32][CH2:31][CH2:30]1)(=[O:26])=[O:25].O, predict the reaction product. The product is: [CH2:1]([C:3]1[CH:8]=[C:7]([N+:9]([O-:11])=[O:10])[C:6]([O:12][CH2:13][CH3:14])=[CH:5][C:4]=1[N:32]1[CH2:31][CH2:30][N:29]([CH2:28][CH2:27][S:24]([CH3:23])(=[O:25])=[O:26])[CH2:34][CH2:33]1)[CH3:2]. (2) Given the reactants [OH:1][CH2:2][CH2:3][CH2:4][O:5][C:6]1[CH:11]=[C:10]([CH3:12])[C:9]([C:13]2[CH:18]=[CH:17][CH:16]=[C:15]([CH2:19][O:20][C:21]3[CH:28]=[CH:27][C:24]([CH:25]=[O:26])=[CH:23][CH:22]=3)[C:14]=2C)=[CH:8][CH:7]=1.[C:30](Cl)(=[O:32])[CH3:31].[CH2:34](N(CC)CC)C, predict the reaction product. The product is: [C:30]([O:1][CH2:2][CH2:3][CH2:4][O:5][C:6]1[CH:7]=[C:8]([CH3:34])[C:9]([C:13]2[CH:18]=[CH:17][CH:16]=[C:15]([CH2:19][O:20][C:21]3[CH:28]=[CH:27][C:24]([CH:25]=[O:26])=[CH:23][CH:22]=3)[CH:14]=2)=[C:10]([CH3:12])[CH:11]=1)(=[O:32])[CH3:31]. (3) Given the reactants [CH2:1]([O:3][C:4]([C:6]1[CH:10]=[C:9]([C:11]2[CH:16]=[CH:15][N:14]=[C:13]([NH2:17])[N:12]=2)[NH:8][CH:7]=1)=[O:5])[CH3:2].I[C:19]1[CH:24]=[CH:23][C:22]([N:25]2[CH2:30][CH2:29][N:28]([CH3:31])[CH2:27][CH2:26]2)=[CH:21][C:20]=1[O:32][C:33]([F:36])([F:35])[F:34].C(=O)([O-])[O-].[Cs+].[Cs+].CC1(C)C2C(=C(P(C3C=CC=CC=3)C3C=CC=CC=3)C=CC=2)OC2C(P(C3C=CC=CC=3)C3C=CC=CC=3)=CC=CC1=2, predict the reaction product. The product is: [CH2:1]([O:3][C:4]([C:6]1[CH:10]=[C:9]([C:11]2[CH:16]=[CH:15][N:14]=[C:13]([NH:17][C:19]3[CH:24]=[CH:23][C:22]([N:25]4[CH2:30][CH2:29][N:28]([CH3:31])[CH2:27][CH2:26]4)=[CH:21][C:20]=3[O:32][C:33]([F:34])([F:36])[F:35])[N:12]=2)[NH:8][CH:7]=1)=[O:5])[CH3:2]. (4) Given the reactants [CH2:1]([O:8][C:9]1[CH:17]=[CH:16][C:12]([C:13]([OH:15])=O)=[CH:11][CH:10]=1)[C:2]1[CH:7]=[CH:6][CH:5]=[CH:4][CH:3]=1.[N:27]1(C(N2[CH:29]=[CH:28][N:27]=[CH:26]2)=O)[CH:28]=[CH:29]N=[CH:26]1.N1CC=C([C:36]2[C:57]([C:58]([F:61])([F:60])[F:59])=[CH:56][CH:55]=[CH:54][C:37]=2[C:38]([NH:40][C:41]([NH:43][C:44]([O:46][CH2:47][C:48]2[CH:53]=[CH:52][CH:51]=[CH:50][CH:49]=2)=[O:45])=[NH:42])=[O:39])CC1.[CH:62](N(CC)C(C)C)(C)[CH3:63], predict the reaction product. The product is: [CH2:1]([O:8][C:9]1[CH:10]=[CH:11][C:12]([C:13]([N:27]2[CH2:26][CH2:63][CH:62]([C:56]3[CH:55]=[CH:54][C:37]([C:38]([NH:40][C:41]([NH:43][C:44]([O:46][CH2:47][C:48]4[CH:49]=[CH:50][CH:51]=[CH:52][CH:53]=4)=[O:45])=[NH:42])=[O:39])=[CH:36][C:57]=3[C:58]([F:61])([F:60])[F:59])[CH2:29][CH2:28]2)=[O:15])=[CH:16][CH:17]=1)[C:2]1[CH:3]=[CH:4][CH:5]=[CH:6][CH:7]=1. (5) The product is: [ClH:9].[CH3:10][O:12][CH2:13][C:1]([O:2][CH2:3][CH:4]=[NH:5])=[O:8]. Given the reactants [CH3:1][O:2][CH2:3][C:4]#[N:5].C([OH:8])C.[ClH:9].[CH2:10]([O:12][CH2:13]C)C, predict the reaction product. (6) Given the reactants [CH2:1]([CH:8]1[CH2:13][CH2:12][CH2:11][N:10]([CH2:14][CH2:15][C:16]2[CH:21]=[CH:20][C:19]([NH:22]C(OC(C)(C)C)=O)=[CH:18][CH:17]=2)[CH2:9]1)[C:2]1[CH:7]=[CH:6][CH:5]=[CH:4][CH:3]=1.[BrH:30], predict the reaction product. The product is: [BrH:30].[CH2:1]([CH:8]1[CH2:13][CH2:12][CH2:11][N:10]([CH2:14][CH2:15][C:16]2[CH:21]=[CH:20][C:19]([NH2:22])=[CH:18][CH:17]=2)[CH2:9]1)[C:2]1[CH:3]=[CH:4][CH:5]=[CH:6][CH:7]=1. (7) Given the reactants [NH2:1][C:2]1[CH:3]=[C:4]([S:9]([NH2:12])(=[O:11])=[O:10])[CH:5]=[CH:6][C:7]=1[Cl:8].[CH2:13]([N:15]=[C:16]=[O:17])[CH3:14], predict the reaction product. The product is: [Cl:8][C:7]1[CH:6]=[CH:5][C:4]([S:9]([NH2:12])(=[O:11])=[O:10])=[CH:3][C:2]=1[NH:1][C:16]([NH:15][CH2:13][CH3:14])=[O:17].